Regression. Given a peptide amino acid sequence and an MHC pseudo amino acid sequence, predict their binding affinity value. This is MHC class II binding data. From a dataset of Peptide-MHC class II binding affinity with 134,281 pairs from IEDB. (1) The peptide sequence is TKEPHCALLDCIMFQ. The MHC is DRB1_0101 with pseudo-sequence DRB1_0101. The binding affinity (normalized) is 0.407. (2) The peptide sequence is EKKYFAATQFEPLAQ. The MHC is HLA-DQA10401-DQB10402 with pseudo-sequence HLA-DQA10401-DQB10402. The binding affinity (normalized) is 0.415. (3) The peptide sequence is HYKGSSFHRVIPGFM. The MHC is DRB1_1201 with pseudo-sequence DRB1_1201. The binding affinity (normalized) is 0.406. (4) The peptide sequence is KDVTFRNITGTSSTP. The MHC is HLA-DQA10501-DQB10301 with pseudo-sequence HLA-DQA10501-DQB10301. The binding affinity (normalized) is 0.510. (5) The peptide sequence is AAFSRMLSLFFRQHI. The MHC is HLA-DPA10201-DPB10501 with pseudo-sequence HLA-DPA10201-DPB10501. The binding affinity (normalized) is 0.570. (6) The peptide sequence is AKSSPAYPSVLGQTI. The MHC is DRB4_0101 with pseudo-sequence DRB4_0103. The binding affinity (normalized) is 0.677. (7) The peptide sequence is AFYLDGDNLFPKV. The MHC is HLA-DQA10501-DQB10201 with pseudo-sequence HLA-DQA10501-DQB10201. The binding affinity (normalized) is 0.602. (8) The peptide sequence is VIPAGELQVIEKVDA. The MHC is DRB1_1501 with pseudo-sequence DRB1_1501. The binding affinity (normalized) is 0.113. (9) The MHC is DRB1_0802 with pseudo-sequence DRB1_0802. The binding affinity (normalized) is 0.653. The peptide sequence is YDKFLANVCTVLTGK. (10) The peptide sequence is ALFYKLDVVPID. The MHC is HLA-DQA10102-DQB10502 with pseudo-sequence HLA-DQA10102-DQB10502. The binding affinity (normalized) is 0.0895.